This data is from Peptide-MHC class I binding affinity with 185,985 pairs from IEDB/IMGT. The task is: Regression. Given a peptide amino acid sequence and an MHC pseudo amino acid sequence, predict their binding affinity value. This is MHC class I binding data. (1) The peptide sequence is KLRHGQRSL. The MHC is HLA-B51:01 with pseudo-sequence HLA-B51:01. The binding affinity (normalized) is 0.0847. (2) The peptide sequence is KRSTPFYTK. The MHC is HLA-B35:01 with pseudo-sequence HLA-B35:01. The binding affinity (normalized) is 0.0847. (3) The peptide sequence is STTVKAACWW. The MHC is HLA-B53:01 with pseudo-sequence HLA-B53:01. The binding affinity (normalized) is 0.144. (4) The peptide sequence is FPKNDFVSFW. The MHC is Mamu-B17 with pseudo-sequence Mamu-B17. The binding affinity (normalized) is 0.499.